From a dataset of Reaction yield outcomes from USPTO patents with 853,638 reactions. Predict the reaction yield, written as a fraction of the theoretical maximum amount of product (1.0 means a 100% yield; for example, 0.34 means a 34% yield). The reactants are [Br:1][C:2]1[C:7](=[O:8])[N:6]([C:9]2[CH:10]=[C:11]([CH:19]=[CH:20][C:21]=2[CH3:22])[C:12]([NH:14][C@H:15](C)[CH2:16][OH:17])=[O:13])[C:5]([CH3:23])=[N:4][C:3]=1[O:24][CH2:25][C:26]1[CH:31]=[CH:30][C:29]([F:32])=[CH:28][C:27]=1[F:33].NCCO. The product is [Br:1][C:2]1[C:7](=[O:8])[N:6]([C:9]2[CH:10]=[C:11]([CH:19]=[CH:20][C:21]=2[CH3:22])[C:12]([NH:14][CH2:15][CH2:16][OH:17])=[O:13])[C:5]([CH3:23])=[N:4][C:3]=1[O:24][CH2:25][C:26]1[CH:31]=[CH:30][C:29]([F:32])=[CH:28][C:27]=1[F:33]. The yield is 0.700. No catalyst specified.